This data is from Full USPTO retrosynthesis dataset with 1.9M reactions from patents (1976-2016). The task is: Predict the reactants needed to synthesize the given product. (1) Given the product [N:39]1([CH2:38][CH2:37][C@@H:22]2[CH2:23][NH:24][CH2:25][CH2:26][N:21]2[C:19]([C:11]2[N:10]=[CH:9][N:8]([C@@H:3]3[CH2:4][CH2:5][CH2:6][CH2:7][C@:2]3([CH2:48][O:49][CH3:50])[OH:1])[C:12]=2[C:13]2[CH:14]=[CH:15][CH:16]=[CH:17][CH:18]=2)=[O:20])[C:47]2[C:42](=[CH:43][CH:44]=[CH:45][CH:46]=2)[CH:41]=[N:40]1, predict the reactants needed to synthesize it. The reactants are: [OH:1][C@@:2]1([CH2:48][O:49][CH3:50])[CH2:7][CH2:6][CH2:5][CH2:4][C@H:3]1[N:8]1[C:12]([C:13]2[CH:18]=[CH:17][CH:16]=[CH:15][CH:14]=2)=[C:11]([C:19]([N:21]2[CH2:26][CH2:25][N:24](C(OCC3C=CC=CC=3)=O)[CH2:23][C@H:22]2[CH2:37][CH2:38][N:39]2[C:47]3[C:42](=[CH:43][CH:44]=[CH:45][CH:46]=3)[CH:41]=[N:40]2)=[O:20])[N:10]=[CH:9]1. (2) Given the product [CH3:28][N:25]1[CH2:24][CH2:23][N:22]([CH:19]2[CH2:18][CH2:17][N:16]([C:14]([NH:13][C:9]3[CH:8]=[C:7]([O:6][C:5]4[CH:4]=[CH:3][C:2]([NH:1][C:41]([NH:40][C:38](=[O:39])[CH2:37][C:31]5[CH:32]=[CH:33][CH:34]=[CH:35][CH:36]=5)=[O:42])=[CH:30][CH:29]=4)[CH:12]=[CH:11][N:10]=3)=[O:15])[CH2:21][CH2:20]2)[CH2:27][CH2:26]1, predict the reactants needed to synthesize it. The reactants are: [NH2:1][C:2]1[CH:30]=[CH:29][C:5]([O:6][C:7]2[CH:12]=[CH:11][N:10]=[C:9]([NH:13][C:14]([N:16]3[CH2:21][CH2:20][CH:19]([N:22]4[CH2:27][CH2:26][N:25]([CH3:28])[CH2:24][CH2:23]4)[CH2:18][CH2:17]3)=[O:15])[CH:8]=2)=[CH:4][CH:3]=1.[C:31]1([CH2:37][C:38]([N:40]=[C:41]=[O:42])=[O:39])[CH:36]=[CH:35][CH:34]=[CH:33][CH:32]=1. (3) Given the product [Br:1][C:2]1[CH:7]=[C:6]([CH2:8][Br:14])[C:5]([F:10])=[CH:4][C:3]=1[CH:11]([F:13])[F:12], predict the reactants needed to synthesize it. The reactants are: [Br:1][C:2]1[C:3]([CH:11]([F:13])[F:12])=[CH:4][C:5]([F:10])=[C:6]([CH2:8]O)[CH:7]=1.[Br:14]P(Br)Br. (4) Given the product [C:1]([O:5][C:6]([N:8]1[CH2:14][CH2:13][C:12]2[CH:15]=[C:16]([O:20][CH3:21])[C:17]([NH:19][S:36]([C:33]3[CH:32]=[CH:31][C:30]([CH2:29][Br:28])=[CH:35][CH:34]=3)(=[O:37])=[O:38])=[CH:18][C:11]=2[CH2:10][CH2:9]1)=[O:7])([CH3:4])([CH3:3])[CH3:2], predict the reactants needed to synthesize it. The reactants are: [C:1]([O:5][C:6]([N:8]1[CH2:14][CH2:13][C:12]2[CH:15]=[C:16]([O:20][CH3:21])[C:17]([NH2:19])=[CH:18][C:11]=2[CH2:10][CH2:9]1)=[O:7])([CH3:4])([CH3:3])[CH3:2].N1C=CC=CC=1.[Br:28][CH2:29][C:30]1[CH:35]=[CH:34][C:33]([S:36](Cl)(=[O:38])=[O:37])=[CH:32][CH:31]=1.C(OC(N1CCC2C=C(OC)C(NS(C3C=CC(CCl)=CC=3)(=O)=O)=CC=2CC1)=O)(C)(C)C.